Task: Predict which catalyst facilitates the given reaction.. Dataset: Catalyst prediction with 721,799 reactions and 888 catalyst types from USPTO (1) Reactant: [Cl:1][C:2]1[CH:7]=[CH:6][C:5]([NH:8][C:9](=[O:29])[C:10]2[CH:15]=[CH:14][C:13]([N:16]3[C:20]([CH3:21])=[CH:19][C:18]([C:22]([F:25])([F:24])[F:23])=[N:17]3)=[C:12]([N+:26]([O-])=O)[CH:11]=2)=[CH:4][CH:3]=1.Cl. Product: [NH2:26][C:12]1[CH:11]=[C:10]([CH:15]=[CH:14][C:13]=1[N:16]1[C:20]([CH3:21])=[CH:19][C:18]([C:22]([F:25])([F:24])[F:23])=[N:17]1)[C:9]([NH:8][C:5]1[CH:6]=[CH:7][C:2]([Cl:1])=[CH:3][CH:4]=1)=[O:29]. The catalyst class is: 14. (2) Reactant: [CH2:1]([N:8]1[C:20]2[CH:19]=[C:18]([C:21]([O:23]C)=[O:22])[CH:17]=[CH:16][C:15]=2[C:14]2[C:9]1=[CH:10][C:11]([C:27]1[C:28]([CH3:33])=[N:29][O:30][C:31]=1[CH3:32])=[CH:12][C:13]=2[C:25]#[N:26])[C:2]1[CH:7]=[CH:6][CH:5]=[CH:4][CH:3]=1.[OH-].[Na+]. Product: [CH2:1]([N:8]1[C:20]2[CH:19]=[C:18]([C:21]([OH:23])=[O:22])[CH:17]=[CH:16][C:15]=2[C:14]2[C:9]1=[CH:10][C:11]([C:27]1[C:28]([CH3:33])=[N:29][O:30][C:31]=1[CH3:32])=[CH:12][C:13]=2[C:25]#[N:26])[C:2]1[CH:3]=[CH:4][CH:5]=[CH:6][CH:7]=1. The catalyst class is: 5. (3) Reactant: [C:1]([O:5][C:6](=[O:18])[C:7]([NH:10][C:11]1[CH:16]=[CH:15][CH:14]=[CH:13][C:12]=1[NH2:17])([CH3:9])[CH3:8])([CH3:4])([CH3:3])[CH3:2].[C:19](N1C=CN=C1)(N1C=CN=C1)=[O:20]. Product: [C:1]([O:5][C:6](=[O:18])[C:7]([CH3:9])([N:10]1[C:11]2[CH:16]=[CH:15][CH:14]=[CH:13][C:12]=2[NH:17][C:19]1=[O:20])[CH3:8])([CH3:2])([CH3:3])[CH3:4]. The catalyst class is: 1. (4) Reactant: [Cl:1][C:2]1[C:7]([N:8]2[CH2:13][CH2:12][NH:11][CH2:10][CH2:9]2)=[N:6][CH:5]=[CH:4][N:3]=1.C([O-])([O-])=O.[Na+].[Na+].[Br:20]Br.O. Product: [Br:20][C:4]1[N:3]=[C:2]([Cl:1])[C:7]([N:8]2[CH2:9][CH2:10][NH:11][CH2:12][CH2:13]2)=[N:6][CH:5]=1. The catalyst class is: 52. (5) Reactant: [NH:1]1[CH2:5][CH2:4][CH2:3][C@H:2]1[CH2:6][O:7][C:8]1[CH:9]=[C:10]([N:14]2[CH2:18][CH2:17][C@@H:16]([CH2:19][CH2:20][CH2:21][OH:22])[CH2:15]2)[CH:11]=[N:12][CH:13]=1.[ClH:23]. Product: [ClH:23].[NH:1]1[CH2:5][CH2:4][CH2:3][C@H:2]1[CH2:6][O:7][C:8]1[CH:9]=[C:10]([N:14]2[CH2:18][CH2:17][C@@H:16]([CH2:19][CH2:20][CH2:21][OH:22])[CH2:15]2)[CH:11]=[N:12][CH:13]=1. The catalyst class is: 5. (6) Reactant: [NH2:1][C:2]1[CH:7]=[C:6]([CH3:8])[CH:5]=[CH:4][C:3]=1[NH:9][C:10]([CH:12]1[CH2:15][N:14]([C:16]([O:18][C:19]([CH3:22])([CH3:21])[CH3:20])=[O:17])[CH2:13]1)=O.NC1C=CC(C)=CC=1NC(C1CN(C(OC(C)(C)C)=O)C1)=O. Product: [CH3:8][C:6]1[CH:5]=[CH:4][C:3]2[NH:9][C:10]([CH:12]3[CH2:15][N:14]([C:16]([O:18][C:19]([CH3:22])([CH3:21])[CH3:20])=[O:17])[CH2:13]3)=[N:1][C:2]=2[CH:7]=1. The catalyst class is: 52. (7) The catalyst class is: 74. Product: [Br:1][C:2]1[CH:9]=[C:8]([Cl:10])[CH:7]=[C:4]([OH:12])[C:3]=1[OH:11]. Reactant: [Br:1][C:2]1[C:3]([OH:11])=[C:4]([CH:7]=[C:8]([Cl:10])[CH:9]=1)C=O.[OH:12]O.